Task: Predict the reactants needed to synthesize the given product.. Dataset: Full USPTO retrosynthesis dataset with 1.9M reactions from patents (1976-2016) (1) Given the product [CH3:1][N:2]([CH2:3][CH2:4][C:5]#[C:6][C:7]1[CH:12]=[CH:11][CH:10]=[CH:9][N:8]=1)[C:20](=[O:21])[CH2:19][C:13]1[CH:18]=[CH:17][CH:16]=[CH:15][CH:14]=1, predict the reactants needed to synthesize it. The reactants are: [CH3:1][NH:2][CH2:3][CH2:4][C:5]#[C:6][C:7]1[CH:12]=[CH:11][CH:10]=[CH:9][N:8]=1.[C:13]1([CH2:19][C:20](Cl)=[O:21])[CH:18]=[CH:17][CH:16]=[CH:15][CH:14]=1. (2) Given the product [OH:23][C:9]1[CH:10]=[CH:11][C:12]([B:14]([OH:18])[OH:15])=[CH:13][C:8]=1[CH3:7], predict the reactants needed to synthesize it. The reactants are: I([O-])(=O)(=O)=O.[Na+].[CH3:7][C:8]1[CH:13]=[C:12]([B:14]2[O:18]C(C)(C)C(C)(C)[O:15]2)[CH:11]=[CH:10][C:9]=1[OH:23].C([O-])(=O)C.[NH4+]. (3) The reactants are: [C:1]([O:5][C:6]([N:8]1[CH2:12][CH2:11][C:10]([C:13]2[CH:18]=[CH:17][C:16]([N+:19]([O-])=O)=[CH:15][CH:14]=2)=[N:9]1)=[O:7])([CH3:4])([CH3:3])[CH3:2]. Given the product [C:1]([O:5][C:6]([N:8]1[CH2:12][CH2:11][C:10]([C:13]2[CH:14]=[CH:15][C:16]([NH2:19])=[CH:17][CH:18]=2)=[N:9]1)=[O:7])([CH3:4])([CH3:2])[CH3:3].[NH2:19][C:16]1[CH:17]=[CH:18][CH:13]=[CH:14][CH:15]=1, predict the reactants needed to synthesize it.